From a dataset of Full USPTO retrosynthesis dataset with 1.9M reactions from patents (1976-2016). Predict the reactants needed to synthesize the given product. (1) Given the product [C:21]([N:10]([C:11](=[O:20])[C:12]1[CH:17]=[C:16]([CH3:18])[CH:15]=[C:14]([CH3:19])[CH:13]=1)[NH:9][C:7]([C:6]1[CH:25]=[CH:26][C:3]([CH2:2][NH:37][CH3:36])=[C:4]([B:27]([OH:31])[OH:28])[CH:5]=1)=[O:8])([CH3:23])([CH3:22])[CH3:24], predict the reactants needed to synthesize it. The reactants are: Br[CH2:2][C:3]1[CH:26]=[CH:25][C:6]([C:7]([NH:9][N:10]([C:21]([CH3:24])([CH3:23])[CH3:22])[C:11](=[O:20])[C:12]2[CH:17]=[C:16]([CH3:18])[CH:15]=[C:14]([CH3:19])[CH:13]=2)=[O:8])=[CH:5][C:4]=1[B:27]1[O:31]C(C)(C)C(C)(C)[O:28]1.[CH3:36][NH2:37].O. (2) The reactants are: [F:1][C:2]([F:42])([F:41])[C:3]1[CH:4]=[C:5]([C:13]([CH3:40])([CH3:39])[C:14]([N:16]([CH3:38])[C:17]2[CH:18]=[N:19][C:20](/[CH:30]=[CH:31]\[C:32]3[CH:37]=[CH:36][CH:35]=[CH:34][CH:33]=3)=[CH:21][C:22]=2[C:23]2[CH:28]=[CH:27][CH:26]=[CH:25][C:24]=2[CH3:29])=[O:15])[CH:6]=[C:7]([C:9]([F:12])([F:11])[F:10])[CH:8]=1. Given the product [F:42][C:2]([F:1])([F:41])[C:3]1[CH:4]=[C:5]([C:13]([CH3:40])([CH3:39])[C:14]([N:16]([CH3:38])[C:17]2[CH:18]=[N:19][C:20]([CH2:30][CH2:31][C:32]3[CH:33]=[CH:34][CH:35]=[CH:36][CH:37]=3)=[CH:21][C:22]=2[C:23]2[CH:28]=[CH:27][CH:26]=[CH:25][C:24]=2[CH3:29])=[O:15])[CH:6]=[C:7]([C:9]([F:10])([F:11])[F:12])[CH:8]=1, predict the reactants needed to synthesize it. (3) Given the product [N:13]([C@@H:11]([C:7]1[CH:8]=[CH:9][CH:10]=[C:5]([O:4][C:3]([F:14])([F:15])[F:2])[CH:6]=1)[CH3:12])=[C:16]=[O:17], predict the reactants needed to synthesize it. The reactants are: Cl.[F:2][C:3]([F:15])([F:14])[O:4][C:5]1[CH:6]=[C:7]([C@H:11]([NH2:13])[CH3:12])[CH:8]=[CH:9][CH:10]=1.[C:16]([O-])(O)=[O:17].[Na+].ClC(Cl)(OC(=O)OC(Cl)(Cl)Cl)Cl. (4) Given the product [CH3:16][CH:17]1[CH2:18][N:19]([CH2:23][C:24]2[C:32]3[O:31][CH:30]=[CH:29][C:28]=3[CH:27]=[C:26]([N+:33]([O-:35])=[O:34])[CH:25]=2)[CH2:20][CH2:21][N:22]1[C:9]([O:11][C:12]([CH3:13])([CH3:14])[CH3:15])=[O:10], predict the reactants needed to synthesize it. The reactants are: [C:9](O[C:9]([O:11][C:12]([CH3:15])([CH3:14])[CH3:13])=[O:10])([O:11][C:12]([CH3:15])([CH3:14])[CH3:13])=[O:10].[CH3:16][CH:17]1[NH:22][CH2:21][CH2:20][N:19]([CH2:23][C:24]2[C:32]3[O:31][CH:30]=[CH:29][C:28]=3[CH:27]=[C:26]([N+:33]([O-:35])=[O:34])[CH:25]=2)[CH2:18]1.CCN(CC)CC. (5) Given the product [C:2]([O:1][C:2]1[CH:3]=[CH:4][C:5]([C:8]2[C:9](=[O:11])[O:10][C:17]3[C:14]([CH:15]=2)=[CH:13][CH:20]=[C:19]([O:21][C:9](=[O:10])[CH3:8])[CH:18]=3)=[CH:6][CH:7]=1)(=[O:1])[CH3:3], predict the reactants needed to synthesize it. The reactants are: [OH:1][C:2]1[CH:7]=[CH:6][C:5]([CH2:8][C:9]([OH:11])=[O:10])=[CH:4][CH:3]=1.O[C:13]1[CH:20]=[C:19]([OH:21])[CH:18]=[CH:17][C:14]=1[CH:15]=O. (6) The reactants are: [NH:1]1[CH:5]=[C:4]([C:6]([OH:8])=O)[CH:3]=[N:2]1.[CH2:9]([O:16][C@@H:17]1[CH2:22][CH2:21][C@H:20]([CH2:23][NH2:24])[CH2:19][CH2:18]1)[C:10]1[CH:15]=[CH:14][CH:13]=[CH:12][CH:11]=1. Given the product [CH2:9]([O:16][C@@H:17]1[CH2:22][CH2:21][C@H:20]([CH2:23][NH:24][C:6]([C:4]2[CH:3]=[N:2][NH:1][CH:5]=2)=[O:8])[CH2:19][CH2:18]1)[C:10]1[CH:15]=[CH:14][CH:13]=[CH:12][CH:11]=1, predict the reactants needed to synthesize it. (7) The reactants are: [CH3:1][C:2]1[C:6]([C:7]2[CH:19]=[C:18]3[C:10]([C:11]4[CH:12]=[C:13]([C:20]([OH:22])=O)[CH:14]=[CH:15][C:16]=4[NH:17]3)=[C:9]([C:23](=[O:26])[NH:24][CH3:25])[CH:8]=2)=[C:5]([CH3:27])[O:4][N:3]=1.CN(C(ON1N=NC2C=CC(=CC1=2)Cl)=[N+](C)C)C.F[P-](F)(F)(F)(F)F.[F:53][CH:54]1[CH2:57][NH:56][CH2:55]1.O. Given the product [CH3:1][C:2]1[C:6]([C:7]2[CH:8]=[C:9]([C:23]([NH:24][CH3:25])=[O:26])[C:10]3[C:11]4[C:16](=[CH:15][CH:14]=[C:13]([C:20]([N:56]5[CH2:57][CH:54]([F:53])[CH2:55]5)=[O:22])[CH:12]=4)[NH:17][C:18]=3[CH:19]=2)=[C:5]([CH3:27])[O:4][N:3]=1, predict the reactants needed to synthesize it.